Dataset: Forward reaction prediction with 1.9M reactions from USPTO patents (1976-2016). Task: Predict the product of the given reaction. (1) Given the reactants [NH:1]1[C:9]2[C:4](=[CH:5][C:6]([C:10]3[N:11]=[C:12]4[C:18]([C:19](=[O:24])[C:20]([CH3:23])([CH3:22])[CH3:21])=[CH:17][N:16](COCC[Si](C)(C)C)[C:13]4=[N:14][CH:15]=3)=[CH:7][CH:8]=2)[CH:3]=[CH:2]1.C(O[C:38]([N:40]1CCC(OS(C)(=O)=O)[CH2:42][CH2:41]1)=O)(C)(C)C.Cl.Cl[CH2:53][C:54]1C=CC=CN=1, predict the reaction product. The product is: [CH3:21][C:20]([CH3:23])([CH3:22])[C:19]([C:18]1[C:12]2[C:13](=[N:14][CH:15]=[C:10]([C:6]3[CH:7]=[C:2]4[C:3]([CH:53]=[CH:54][N:1]4[CH:9]4[CH2:8][CH2:38][NH:40][CH2:41][CH2:42]4)=[CH:4][CH:5]=3)[N:11]=2)[NH:16][CH:17]=1)=[O:24]. (2) The product is: [CH:1]1([CH2:7][N:8]2[C:12]([C:13]3[CH2:17][C:16]4([CH2:18][CH2:19][CH2:20][CH2:21][CH2:22]4)[NH:15][N:14]=3)=[CH:11][C:10]([C:23]([OH:25])=[O:24])=[C:9]2[CH3:28])[CH2:6][CH2:5][CH2:4][CH2:3][CH2:2]1. Given the reactants [CH:1]1([CH2:7][N:8]2[C:12]([C:13]3[CH2:17][C:16]4([CH2:22][CH2:21][CH2:20][CH2:19][CH2:18]4)[NH:15][N:14]=3)=[CH:11][C:10]([C:23]([O:25]CC)=[O:24])=[C:9]2[CH3:28])[CH2:6][CH2:5][CH2:4][CH2:3][CH2:2]1.O.NN, predict the reaction product.